From a dataset of Forward reaction prediction with 1.9M reactions from USPTO patents (1976-2016). Predict the product of the given reaction. (1) Given the reactants [C:1]([C:3]1[C:8](=O)[NH:7][C:6]([CH3:10])=[C:5]([C:11]([O:13][CH2:14][CH3:15])=[O:12])[CH:4]=1)#[N:2].P(Cl)(Cl)([Cl:18])=O, predict the reaction product. The product is: [Cl:18][C:8]1[C:3]([C:1]#[N:2])=[CH:4][C:5]([C:11]([O:13][CH2:14][CH3:15])=[O:12])=[C:6]([CH3:10])[N:7]=1. (2) Given the reactants CN(C)[CH:3]=[C:4]([C:13]1[CH:18]=[CH:17][N:16]=[C:15]([CH3:19])[CH:14]=1)[C:5]([C:7]1[CH:11]=[CH:10][O:9][C:8]=1[CH3:12])=O.Cl.[CH3:22][CH:23]1[O:28][CH:27]([CH3:29])[CH2:26][N:25]([C:30](=[NH:32])[NH2:31])[CH2:24]1.CC(C)([O-])C.[K+], predict the reaction product. The product is: [CH3:29][C@H:27]1[O:28][C@@H:23]([CH3:22])[CH2:24][N:25]([C:30]2[N:31]=[C:5]([C:7]3[CH:11]=[CH:10][O:9][C:8]=3[CH3:12])[C:4]([C:13]3[CH:18]=[CH:17][N:16]=[C:15]([CH3:19])[CH:14]=3)=[CH:3][N:32]=2)[CH2:26]1.